From a dataset of Full USPTO retrosynthesis dataset with 1.9M reactions from patents (1976-2016). Predict the reactants needed to synthesize the given product. Given the product [Br:8][C:6]1[CH:5]=[CH:4][C:3]2[O:9][C:10](=[O:11])[NH:1][C:2]=2[CH:7]=1, predict the reactants needed to synthesize it. The reactants are: [NH2:1][C:2]1[CH:7]=[C:6]([Br:8])[CH:5]=[CH:4][C:3]=1[OH:9].[C:10](N1C=CN=C1)(N1C=CN=C1)=[O:11].